This data is from Forward reaction prediction with 1.9M reactions from USPTO patents (1976-2016). The task is: Predict the product of the given reaction. Given the reactants [CH2:1]([O:3][C:4]([N:6]1[C:14]2[C:9](=[CH:10][C:11]([Cl:15])=[CH:12][CH:13]=2)[CH:8]=[C:7]1[O:16]C(OCC)=O)=[O:5])[CH3:2].Cl, predict the reaction product. The product is: [CH2:1]([O:3][C:4]([N:6]1[C:14]2[C:9](=[CH:10][C:11]([Cl:15])=[CH:12][CH:13]=2)[CH:8]([C:4]([O:3][CH2:1][CH3:2])=[O:5])[C:7]1=[O:16])=[O:5])[CH3:2].